The task is: Predict the product of the given reaction.. This data is from Forward reaction prediction with 1.9M reactions from USPTO patents (1976-2016). (1) Given the reactants [C:1]([O:5][C:6]([N:8]1[CH2:13][CH:12]=[CH:11][C:10](=[O:14])[CH2:9]1)=[O:7])([CH3:4])([CH3:3])[CH3:2].[CH3:15][C:16]1[NH:17][C:18]2[C:23]([CH:24]=1)=[CH:22][CH:21]=[CH:20][CH:19]=2.II, predict the reaction product. The product is: [C:1]([O:5][C:6]([N:8]1[CH2:9][C:10](=[O:14])[CH2:11][CH:12]([C:24]2[C:23]3[C:18](=[CH:19][CH:20]=[CH:21][CH:22]=3)[NH:17][C:16]=2[CH3:15])[CH2:13]1)=[O:7])([CH3:4])([CH3:2])[CH3:3]. (2) Given the reactants [BH4-].[Na+].[F:3][C:4]1[CH:5]=[C:6]([C:10](=[O:31])[CH:11]([CH2:17][C:18]2[CH:23]=[CH:22][CH:21]=[C:20]([O:24][C:25]([F:30])([F:29])[CH:26]([F:28])[F:27])[CH:19]=2)[C:12]([O:14][CH2:15][CH3:16])=[O:13])[CH:7]=[CH:8][CH:9]=1.Cl.O, predict the reaction product. The product is: [F:3][C:4]1[CH:5]=[C:6]([CH:10]([OH:31])[CH:11]([CH2:17][C:18]2[CH:23]=[CH:22][CH:21]=[C:20]([O:24][C:25]([F:30])([F:29])[CH:26]([F:28])[F:27])[CH:19]=2)[C:12]([O:14][CH2:15][CH3:16])=[O:13])[CH:7]=[CH:8][CH:9]=1. (3) Given the reactants [C:1]([O:5][C:6]([N:8]([C:13]1[CH:25]=[CH:24][C:16]([CH2:17][N:18]([CH3:23])[CH2:19][C:20]([OH:22])=[O:21])=[CH:15][CH:14]=1)[S:9]([CH3:12])(=[O:11])=[O:10])=[O:7])([CH3:4])([CH3:3])[CH3:2].[Cl:26][C:27]1[CH:28]=[N+:29]([O-:52])[CH:30]=[C:31]([Cl:51])[C:32]=1[CH2:33][C@@H:34]([C:36]1[CH:41]=[CH:40][C:39]([O:42][CH:43]([F:45])[F:44])=[C:38]([O:46][CH2:47][CH:48]2[CH2:50][CH2:49]2)[CH:37]=1)O.C(Cl)CCl.CC#N, predict the reaction product. The product is: [C:1]([O:5][C:6]([N:8]([C:13]1[CH:14]=[CH:15][C:16]([CH2:17][N:18]([CH3:23])[CH2:19][C:20]([O:22][C@H:34]([C:36]2[CH:41]=[CH:40][C:39]([O:42][CH:43]([F:44])[F:45])=[C:38]([O:46][CH2:47][CH:48]3[CH2:49][CH2:50]3)[CH:37]=2)[CH2:33][C:32]2[C:31]([Cl:51])=[CH:30][N+:29]([O-:52])=[CH:28][C:27]=2[Cl:26])=[O:21])=[CH:24][CH:25]=1)[S:9]([CH3:12])(=[O:11])=[O:10])=[O:7])([CH3:4])([CH3:2])[CH3:3]. (4) Given the reactants [C:1]1([S:7]([N:10]2[CH2:17][CH:16]3[N:18](CC4C=CC=CC=4)[CH:12]([CH2:13][O:14][CH2:15]3)[CH2:11]2)(=[O:9])=[O:8])[CH:6]=[CH:5][CH:4]=[CH:3][CH:2]=1.[H][H], predict the reaction product. The product is: [C:1]1([S:7]([N:10]2[CH2:11][CH:12]3[NH:18][CH:16]([CH2:15][O:14][CH2:13]3)[CH2:17]2)(=[O:9])=[O:8])[CH:2]=[CH:3][CH:4]=[CH:5][CH:6]=1. (5) Given the reactants [Br:1][C:2]1[CH:7]=[CH:6][C:5]([NH2:8])=[C:4]([F:9])[CH:3]=1.C[Si]([N-][Si](C)(C)C)(C)C.[Li+].[CH3:20][O:21][C:22]([C:24]1[CH:29]=[CH:28][C:27](=[O:30])[N:26]([CH3:31])[C:25]=1Cl)=[O:23], predict the reaction product. The product is: [CH3:20][O:21][C:22]([C:24]1[CH:29]=[CH:28][C:27](=[O:30])[N:26]([CH3:31])[C:25]=1[NH:8][C:5]1[CH:6]=[CH:7][C:2]([Br:1])=[CH:3][C:4]=1[F:9])=[O:23]. (6) Given the reactants C1(P(C2CCCCC2)C2CCCCC2)CCCCC1.Cl[C:21]1[CH:22]=[C:23]([O:29][S:30]([CH3:33])(=[O:32])=[O:31])[CH:24]=[C:25]([O:27][CH3:28])[CH:26]=1.[CH3:34][C:35]1([CH3:51])[C:39]([CH3:41])([CH3:40])[O:38][B:37]([B:37]2[O:38][C:39]([CH3:41])([CH3:40])[C:35]([CH3:51])([CH3:34])[O:36]2)[O:36]1.C([O-])(=O)C.[K+], predict the reaction product. The product is: [CH3:28][O:27][C:25]1[CH:24]=[C:23]([O:29][S:30]([CH3:33])(=[O:32])=[O:31])[CH:22]=[C:21]([B:37]2[O:38][C:39]([CH3:41])([CH3:40])[C:35]([CH3:51])([CH3:34])[O:36]2)[CH:26]=1. (7) Given the reactants CC([Li])(C)C.[CH3:6][C:7]1[N:12]=[C:11]([NH:13][C:14](=[O:19])[C:15]([CH3:18])([CH3:17])[CH3:16])[CH:10]=[CH:9][CH:8]=1.[C:20](=[O:22])=[O:21].C(O)(=O)CC(CC(O)=O)(C(O)=O)O, predict the reaction product. The product is: [CH3:17][C:15]([CH3:16])([CH3:18])[C:14]([NH:13][C:11]1[N:12]=[C:7]([CH3:6])[CH:8]=[CH:9][C:10]=1[C:20]([OH:22])=[O:21])=[O:19].